The task is: Predict the reactants needed to synthesize the given product.. This data is from Full USPTO retrosynthesis dataset with 1.9M reactions from patents (1976-2016). (1) Given the product [NH:3]1[C:4]2[CH:9]=[CH:8][CH:7]=[CH:6][C:5]=2[N:1]=[C:2]1[C:10]1[C:14]([NH:15][C:21]([CH:16]2[CH2:20][CH2:19][CH2:18][CH2:17]2)=[O:22])=[CH:13][NH:12][N:11]=1, predict the reactants needed to synthesize it. The reactants are: [NH:1]1[C:5]2[CH:6]=[CH:7][CH:8]=[CH:9][C:4]=2[N:3]=[C:2]1[C:10]1[C:14]([NH2:15])=[CH:13][NH:12][N:11]=1.[CH:16]1([C:21](Cl)=[O:22])[CH2:20][CH2:19][CH2:18][CH2:17]1.N1C2C=CC=CC=2N=C1C1C(NC(=O)C(C)C)=CNN=1. (2) Given the product [Cl:17][C:11]1[C:12]([N:14]([CH3:16])[CH3:15])=[CH:13][C:8]2[N:7]=[C:21]([C:23]3[CH:28]=[CH:27][N:26]=[C:25]([C:29]4[O:33][N:32]=[C:31]([CH3:34])[CH:30]=4)[CH:24]=3)[CH2:20][C:19](=[O:35])[NH:18][C:9]=2[CH:10]=1, predict the reactants needed to synthesize it. The reactants are: C(OC(=O)[NH:7][C:8]1[CH:13]=[C:12]([N:14]([CH3:16])[CH3:15])[C:11]([Cl:17])=[CH:10][C:9]=1[NH:18][C:19](=[O:35])[CH2:20][C:21]([C:23]1[CH:28]=[CH:27][N:26]=[C:25]([C:29]2[O:33][N:32]=[C:31]([CH3:34])[CH:30]=2)[CH:24]=1)=O)(C)(C)C.C(O)(C(F)(F)F)=O. (3) Given the product [C:1]([N:4]1[CH2:9][CH2:8][C@@H:7]([NH:10][S:11]([C:14]2[CH:19]=[CH:18][C:17]([O:20][CH2:21][C:22]3[C:31]4[C:26](=[CH:27][CH:28]=[CH:29][CH:30]=4)[N:25]=[C:24]([CH3:32])[CH:23]=3)=[CH:16][CH:15]=2)(=[O:13])=[O:12])[C@@:6]([CH3:41])([C:33]([NH:35][OH:36])=[O:34])[CH2:5]1)(=[O:3])[CH3:2], predict the reactants needed to synthesize it. The reactants are: [C:1]([N:4]1[CH2:9][CH2:8][C@@H:7]([NH:10][S:11]([C:14]2[CH:19]=[CH:18][C:17]([O:20][CH2:21][C:22]3[C:31]4[C:26](=[CH:27][CH:28]=[CH:29][CH:30]=4)[N:25]=[C:24]([CH3:32])[CH:23]=3)=[CH:16][CH:15]=2)(=[O:13])=[O:12])[C@@:6]([CH3:41])([C:33]([NH:35][O:36]C(C)(C)C)=[O:34])[CH2:5]1)(=[O:3])[CH3:2]. (4) The reactants are: [Cl:1][C:2]1[C:6]2=[N:7][C:8]([C:11](=[O:13])[CH3:12])=[CH:9][CH:10]=[C:5]2[NH:4][CH:3]=1.[C:14](O[C:14]([O:16][C:17]([CH3:20])([CH3:19])[CH3:18])=[O:15])([O:16][C:17]([CH3:20])([CH3:19])[CH3:18])=[O:15]. Given the product [C:11]([C:8]1[N:7]=[C:6]2[C:2]([Cl:1])=[CH:3][N:4]([C:14]([O:16][C:17]([CH3:20])([CH3:19])[CH3:18])=[O:15])[C:5]2=[CH:10][CH:9]=1)(=[O:13])[CH3:12], predict the reactants needed to synthesize it. (5) Given the product [F:1][C:2]1[CH:7]=[CH:6][C:5]([S:8]([N:11]([CH2:12][C:13]2[CH:14]=[CH:15][C:16]([C:17]([O:19][CH3:20])=[O:18])=[CH:21][CH:22]=2)[CH:29]([C:23]2[CH:28]=[CH:27][CH:26]=[CH:25][CH:24]=2)[CH2:30][CH3:31])(=[O:10])=[O:9])=[CH:4][CH:3]=1, predict the reactants needed to synthesize it. The reactants are: [F:1][C:2]1[CH:7]=[CH:6][C:5]([S:8]([NH:11][CH2:12][C:13]2[CH:22]=[CH:21][C:16]([C:17]([O:19][CH3:20])=[O:18])=[CH:15][CH:14]=2)(=[O:10])=[O:9])=[CH:4][CH:3]=1.[C:23]1([CH:29](O)[CH2:30][CH3:31])[CH:28]=[CH:27][CH:26]=[CH:25][CH:24]=1.C1C=CC(P(C2C=CC=CC=2)C2C=CC=CC=2)=CC=1.N(C(OC(C)C)=O)=NC(OC(C)C)=O. (6) Given the product [CH3:1][N:2]1[C:6]([C:16]2([OH:19])[CH2:17][CH2:18][C:13]3([O:20][CH2:10][CH2:11][O:12]3)[CH2:14][CH2:15]2)=[C:5]([N+:7]([O-:9])=[O:8])[CH:4]=[N:3]1, predict the reactants needed to synthesize it. The reactants are: [CH3:1][N:2]1[CH:6]=[C:5]([N+:7]([O-:9])=[O:8])[CH:4]=[N:3]1.[CH2:10]1[O:20][C:13]2([CH2:18][CH2:17][C:16](=[O:19])[CH2:15][CH2:14]2)[O:12][CH2:11]1. (7) Given the product [CH2:22]([O:21][C:19](=[O:20])[NH:18][CH:5]1[C:4](=[O:3])[N:30]([CH2:31][C:32]2[CH:37]=[CH:36][N:35]=[CH:34][CH:33]=2)[CH2:16][C:8]2[C:9]3[CH:10]=[N:11][NH:12][C:13]=3[CH:14]=[CH:15][C:7]=2[CH2:6]1)[C:23]1[CH:28]=[CH:27][CH:26]=[CH:25][CH:24]=1, predict the reactants needed to synthesize it. The reactants are: Cl.C[O:3][C:4](=O)[CH:5]([NH:18][C:19]([O:21][CH2:22][C:23]1[CH:28]=[CH:27][CH:26]=[CH:25][CH:24]=1)=[O:20])[CH2:6][C:7]1[C:8]([CH2:16]Cl)=[C:9]2[C:13](=[CH:14][CH:15]=1)[NH:12][N:11]=[CH:10]2.[NH2:30][CH2:31][C:32]1[CH:37]=[CH:36][N:35]=[CH:34][CH:33]=1.C(O)(=O)C. (8) Given the product [CH2:10]([O:12][C:13]([N:15]1[CH2:20][CH2:19][C@H:18]([NH:9][CH:2]([C:3]2[CH:8]=[CH:7][CH:6]=[CH:5][CH:4]=2)[CH3:1])[C@H:17]([O:22][CH2:23][CH:24]2[CH2:25][CH2:26]2)[CH2:16]1)=[O:14])[CH3:11], predict the reactants needed to synthesize it. The reactants are: [CH3:1][CH:2]([NH2:9])[C:3]1[CH:8]=[CH:7][CH:6]=[CH:5][CH:4]=1.[CH2:10]([O:12][C:13]([N:15]1[CH2:20][CH2:19][C:18](=O)[CH:17]([O:22][CH2:23][CH:24]2[CH2:26][CH2:25]2)[CH2:16]1)=[O:14])[CH3:11].C(O[BH-](OC(=O)C)OC(=O)C)(=O)C.[Na+]. (9) Given the product [OH:8][C:9]1[CH:17]=[C:16]2[C:12]([CH:13]=[CH:14][N:15]2[C:18]2[N:22]([CH3:23])[N:21]=[C:20]([CH3:24])[C:19]=2/[CH:25]=[CH:26]/[C:27]([O:29][CH2:30][CH3:31])=[O:28])=[CH:11][CH:10]=1, predict the reactants needed to synthesize it. The reactants are: C([O:8][C:9]1[CH:17]=[C:16]2[C:12]([CH:13]=[CH:14][N:15]2[C:18]2[N:22]([CH3:23])[N:21]=[C:20]([CH3:24])[C:19]=2/[CH:25]=[CH:26]/[C:27]([O:29][CH2:30][CH3:31])=[O:28])=[CH:11][CH:10]=1)C1C=CC=CC=1.B(Br)(Br)Br. (10) Given the product [O:20]=[C:14]1[CH:13]([N:7]2[CH2:6][C:5]3[C:9](=[CH:10][CH:11]=[C:3]([CH2:2][NH:1][C:28](=[O:29])[C:27]([F:41])([F:26])[C:31]4[C:36]([C:37]([F:38])([F:39])[F:40])=[CH:35][CH:34]=[CH:33][N:32]=4)[CH:4]=3)[C:8]2=[O:12])[CH2:18][CH2:17][C:16](=[O:19])[NH:15]1, predict the reactants needed to synthesize it. The reactants are: [NH2:1][CH2:2][C:3]1[CH:4]=[C:5]2[C:9](=[CH:10][CH:11]=1)[C:8](=[O:12])[N:7]([CH:13]1[CH2:18][CH2:17][C:16](=[O:19])[NH:15][C:14]1=[O:20])[CH2:6]2.S(O)(=O)(=O)C.[F:26][C:27]([F:41])([C:31]1[C:36]([C:37]([F:40])([F:39])[F:38])=[CH:35][CH:34]=[CH:33][N:32]=1)[C:28](O)=[O:29].C(N(C(C)C)CC)(C)C.F[P-](F)(F)(F)(F)F.CN(C(N(C)C)=[N+]1C2C(=NC=CC=2)[N+]([O-])=N1)C.